Dataset: Forward reaction prediction with 1.9M reactions from USPTO patents (1976-2016). Task: Predict the product of the given reaction. (1) Given the reactants [OH-].[Na+].[CH3:3][O:4][C:5]1[CH:14]=[C:13]2[C:8]([NH:9][CH2:10][C:11](=[O:15])[NH:12]2)=[CH:7][CH:6]=1.OO, predict the reaction product. The product is: [CH3:3][O:4][C:5]1[CH:14]=[C:13]2[C:8]([N:9]=[CH:10][C:11](=[O:15])[NH:12]2)=[CH:7][CH:6]=1. (2) Given the reactants [CH2:1]([O:3][C:4](=[O:11])[C@H:5]1[O:10][C@@H:6]1[C:7]([OH:9])=O)[CH3:2].C(N(CC)CC)C.C(Cl)(=O)C(Cl)=O.[S:25]1[C:29]2[CH:30]=[CH:31][CH:32]=[CH:33][C:28]=2[N:27]=[C:26]1[NH:34][C:35](=[O:51])[C:36]1[CH:41]=[CH:40][C:39]([NH:42][CH2:43][C:44]2[CH:49]=[CH:48][C:47]([F:50])=[CH:46][CH:45]=2)=[CH:38][CH:37]=1, predict the reaction product. The product is: [CH2:1]([O:3][C:4]([C@@H:5]1[C@@H:6]([C:7](=[O:9])[N:42]([C:39]2[CH:38]=[CH:37][C:36]([C:35](=[O:51])[NH:34][C:26]3[S:25][C:29]4[CH:30]=[CH:31][CH:32]=[CH:33][C:28]=4[N:27]=3)=[CH:41][CH:40]=2)[CH2:43][C:44]2[CH:49]=[CH:48][C:47]([F:50])=[CH:46][CH:45]=2)[O:10]1)=[O:11])[CH3:2]. (3) The product is: [CH3:9][C:4]([CH3:10])([CH2:5][C:6](=[O:7])[CH3:13])[C:3]([O:2][CH3:1])=[O:11]. Given the reactants [CH3:1][O:2][C:3](=[O:11])[C:4]([CH3:10])([CH3:9])[CH2:5][C:6](O)=[O:7].[Li][CH3:13], predict the reaction product.